From a dataset of Forward reaction prediction with 1.9M reactions from USPTO patents (1976-2016). Predict the product of the given reaction. (1) The product is: [CH:16]1([NH:15][S:12]([C:4]2[C:5]3[N:6]=[CH:7][CH:8]=[N:9][C:10]=3[CH:11]=[C:2]([C:26]3[C:22]([CH3:21])=[N:23][O:24][C:25]=3[CH3:36])[CH:3]=2)(=[O:14])=[O:13])[CH2:20][CH2:19][CH2:18][CH2:17]1. Given the reactants Cl[C:2]1[CH:3]=[C:4]([S:12]([NH:15][CH:16]2[CH2:20][CH2:19][CH2:18][CH2:17]2)(=[O:14])=[O:13])[C:5]2[N:6]=[CH:7][CH:8]=[N:9][C:10]=2[CH:11]=1.[CH3:21][C:22]1[C:26](B2OC(C)(C)C(C)(C)O2)=[C:25]([CH3:36])[O:24][N:23]=1.C(=O)([O-])[O-].[Cs+].[Cs+].C(COC)OC, predict the reaction product. (2) The product is: [CH3:1][O:2][C:3](=[O:6])[CH2:4][S:21][C:18]1[CH:19]=[CH:20][C:15]([F:14])=[CH:16][CH:17]=1. Given the reactants [CH3:1][O:2][C:3](=[O:6])[CH2:4]Br.C(N(CC)CC)C.[F:14][C:15]1[CH:20]=[CH:19][C:18]([SH:21])=[CH:17][CH:16]=1, predict the reaction product. (3) Given the reactants [NH2:1][C:2]1[CH:11]=[CH:10][C:9]2[C:4](=[CH:5][CH:6]=[CH:7][CH:8]=2)[N:3]=1.[C:12](Cl)(Cl)=S.[Cl:16][C:17]1[CH:22]=[CH:21][CH:20]=[C:19]([Cl:23])[C:18]=1[C:24]1[NH:25][C:26]2[CH:32]=[C:31]([C:33]([NH:35][NH2:36])=[O:34])[CH:30]=[CH:29][C:27]=2[N:28]=1.CCN=C=NCCCN(C)C, predict the reaction product. The product is: [Cl:16][C:17]1[CH:22]=[CH:21][CH:20]=[C:19]([Cl:23])[C:18]=1[C:24]1[NH:25][C:26]2[CH:32]=[C:31]([C:33]3[O:34][C:12]([NH:1][C:2]4[CH:11]=[CH:10][C:9]5[C:4](=[CH:5][CH:6]=[CH:7][CH:8]=5)[N:3]=4)=[N:36][N:35]=3)[CH:30]=[CH:29][C:27]=2[N:28]=1.